From a dataset of Forward reaction prediction with 1.9M reactions from USPTO patents (1976-2016). Predict the product of the given reaction. Given the reactants [Br:1][C:2]1[CH:7]=[CH:6][C:5](I)=[CH:4][C:3]=1[O:9][CH3:10].[N+:11]([C:14]1[CH:18]=[CH:17][NH:16][N:15]=1)([O-:13])=[O:12].C(=NO)C1C(=CC=CC=1)O.C([O-])([O-])=O.[Cs+].[Cs+], predict the reaction product. The product is: [Br:1][C:2]1[CH:7]=[CH:6][C:5]([N:16]2[CH:17]=[CH:18][C:14]([N+:11]([O-:13])=[O:12])=[N:15]2)=[CH:4][C:3]=1[O:9][CH3:10].